Dataset: Peptide-MHC class I binding affinity with 185,985 pairs from IEDB/IMGT. Task: Regression. Given a peptide amino acid sequence and an MHC pseudo amino acid sequence, predict their binding affinity value. This is MHC class I binding data. The peptide sequence is ISSGETRSF. The MHC is HLA-B46:01 with pseudo-sequence HLA-B46:01. The binding affinity (normalized) is 0.0847.